Task: Predict the reactants needed to synthesize the given product.. Dataset: Full USPTO retrosynthesis dataset with 1.9M reactions from patents (1976-2016) (1) Given the product [C:13]([C:18]1[NH:6][C:4](=[O:5])[NH:3][N:2]=1)([CH3:17])([CH3:14])[CH3:12], predict the reactants needed to synthesize it. The reactants are: Cl.[NH2:2][NH:3][C:4]([NH2:6])=[O:5].C([O-])(O)=O.[Na+].[CH3:12][C:13]([CH3:18])([CH3:17])[C:14](Cl)=O.[OH-].[Na+].Cl. (2) Given the product [C:2]1([O:1][C:8]2[CH:9]=[C:10]([CH2:14][CH2:15][NH2:16])[CH:11]=[CH:12][CH:13]=2)[CH:7]=[CH:6][CH:5]=[CH:4][CH:3]=1, predict the reactants needed to synthesize it. The reactants are: [O:1]([C:8]1[CH:9]=[C:10]([CH2:14][C:15]#[N:16])[CH:11]=[CH:12][CH:13]=1)[C:2]1[CH:7]=[CH:6][CH:5]=[CH:4][CH:3]=1.[BH4-].[Na+]. (3) Given the product [CH3:25][N:7]1[CH:8]=[CH:9][N:10]=[C:6]1[C:4]1[N:5]([CH3:1])[CH:13]=[CH:24][N:3]=1, predict the reactants needed to synthesize it. The reactants are: [CH:1]1[NH:5][C:4]([C:6]2[NH:10][CH:9]=[CH:8][N:7]=2)=[N:3]C=1.[H-].[Na+].[C:13]1([CH3:24])C(S(OC)(=O)=O)=CC=CC=1.[CH3:25]N(C=O)C. (4) The reactants are: Cl[C:2]1[N:7]=[C:6]([CH3:8])[C:5]([N+:9]([O-:11])=[O:10])=[CH:4][CH:3]=1.[NH2:12]C1N=C(C)C=CC=1.S(=O)(=O)(O)O.[N+]([O-])(O)=O. Given the product [NH2:12][C:2]1[N:7]=[C:6]([CH3:8])[C:5]([N+:9]([O-:11])=[O:10])=[CH:4][CH:3]=1, predict the reactants needed to synthesize it. (5) The reactants are: [CH3:1][NH:2][C:3]([C:5]1[N:6]([CH3:32])[C:7]([CH2:20][NH:21][S:22]([C:25]2[CH:30]=[CH:29][CH:28]=[C:27]([Cl:31])[CH:26]=2)(=[O:24])=[O:23])=[CH:8][C:9](=[O:19])[C:10]=1[O:11]CC1C=CC=CC=1)=[O:4].C1(S(C(N)C2N(C)C(C(O)=O)=C(O)C(=O)C=2)(=O)=O)C=CC=CC=1. Given the product [CH3:1][NH:2][C:3]([C:5]1[N:6]([CH3:32])[C:7]([CH2:20][NH:21][S:22]([C:25]2[CH:30]=[CH:29][CH:28]=[C:27]([Cl:31])[CH:26]=2)(=[O:24])=[O:23])=[CH:8][C:9](=[O:19])[C:10]=1[OH:11])=[O:4], predict the reactants needed to synthesize it. (6) Given the product [Cl:11][C:9]1[CH:8]=[C:7]([Cl:12])[C:6]2[O:13][CH:2]([CH:14]([CH3:16])[CH3:15])[C:3](=[O:18])[NH:4][C:5]=2[CH:10]=1, predict the reactants needed to synthesize it. The reactants are: Br[CH:2]([CH:14]([CH3:16])[CH3:15])[CH2:3][N-:4][C:5]1[CH:10]=[C:9]([Cl:11])[CH:8]=[C:7]([Cl:12])[C:6]=1[OH:13].C(=O)([O-])[O-:18].[K+].[K+].Cl.O. (7) Given the product [CH2:1]([O:5][C:6]1[C:11]2[C:12]([O:15][CH2:16][CH:17]3[CH2:22][CH2:21][N:20]([CH2:23][C:24]([CH3:31])([CH3:29])[C:25]([O:27][CH3:28])=[O:26])[CH2:19][CH2:18]3)=[N:13][O:14][C:10]=2[CH:9]=[CH:8][CH:7]=1)[CH:2]([CH3:4])[CH3:3], predict the reactants needed to synthesize it. The reactants are: [CH2:1]([O:5][C:6]1[C:11]2[C:12]([O:15][CH2:16][CH:17]3[CH2:22][CH2:21][NH:20][CH2:19][CH2:18]3)=[N:13][O:14][C:10]=2[CH:9]=[CH:8][CH:7]=1)[CH:2]([CH3:4])[CH3:3].[CH3:23][C:24]([CH3:31])([CH:29]=O)[C:25]([O:27][CH3:28])=[O:26].C(C1(C(OC)=O)CCC1)=O. (8) Given the product [F:1][C:2]1[C:3]([NH2:15])=[CH:4][CH:5]=[C:6]([N:8]2[CH2:13][CH2:12][N:11]([CH3:14])[CH2:10][CH2:9]2)[N:7]=1, predict the reactants needed to synthesize it. The reactants are: [F:1][C:2]1[N:7]=[C:6]([N:8]2[CH2:13][CH2:12][N:11]([CH3:14])[CH2:10][CH2:9]2)[CH:5]=[CH:4][C:3]=1[N+:15]([O-])=O.FC(F)(F)C(O)=O.C(N(CC)CC)C. (9) Given the product [N:31]12[CH2:32][CH2:33][CH:34]([CH2:35][CH2:36]1)[C@@H:29]([O:28][C:26](=[O:27])[NH:25][C@H:7]([C:8]1[CH:24]=[CH:23][CH:22]=[C:10]([O:11][CH2:12][C:13]3[CH:21]=[CH:20][C:16]([C:17](=[O:18])[NH:49][CH2:48][C:45]4[CH:44]=[CH:43][C:42]([CH:38]5[O:39][CH2:40][CH2:41][O:37]5)=[CH:47][CH:46]=4)=[CH:15][CH:14]=3)[CH:9]=1)[C:1]1[CH:2]=[CH:3][CH:4]=[CH:5][CH:6]=1)[CH2:30]2, predict the reactants needed to synthesize it. The reactants are: [C:1]1([C@H:7]([NH:25][C:26]([O:28][C@@H:29]2[CH:34]3[CH2:35][CH2:36][N:31]([CH2:32][CH2:33]3)[CH2:30]2)=[O:27])[C:8]2[CH:9]=[C:10]([CH:22]=[CH:23][CH:24]=2)[O:11][CH2:12][C:13]2[CH:21]=[CH:20][C:16]([C:17](O)=[O:18])=[CH:15][CH:14]=2)[CH:6]=[CH:5][CH:4]=[CH:3][CH:2]=1.[O:37]1[CH2:41][CH2:40][O:39][CH:38]1[C:42]1[CH:47]=[CH:46][C:45]([CH2:48][NH2:49])=[CH:44][CH:43]=1.C(OC(OCC)CCCN)C.